From a dataset of Full USPTO retrosynthesis dataset with 1.9M reactions from patents (1976-2016). Predict the reactants needed to synthesize the given product. (1) Given the product [CH2:8]=[CH:4][C:5]([NH:7][CH2:12][CH2:13][OH:14])=[O:6].[CH3:2][CH:3]([NH:15][C:13]([CH:12]=[CH2:16])=[O:14])[CH3:4], predict the reactants needed to synthesize it. The reactants are: O[CH2:2][CH2:3][C:4](=[CH2:8])[C:5]([NH2:7])=[O:6].C([C:12](=[CH2:16])[C:13]([NH2:15])=[O:14])(C)C. (2) Given the product [OH:1][C@@H:2]1[CH2:7][CH2:6][CH2:5][CH2:4][C@:3]1([CH3:21])[C:8]([OH:10])=[O:9], predict the reactants needed to synthesize it. The reactants are: [OH:1][C@@H:2]1[CH2:7][CH2:6][CH2:5][CH2:4][C@:3]1([CH3:21])[C:8]([O:10]CCN(C)C1C=CC=CN=1)=[O:9].O.Cl. (3) Given the product [Cl:25][CH2:26][C:27]1[S:24][C:3]2=[N:4][N:5]=[C:6]([CH2:7][C:8]3[CH:9]=[C:10]4[C:15](=[CH:16][CH:17]=3)[N:14]=[CH:13][C:12]([C:18]3[CH:19]=[N:20][N:21]([CH3:23])[CH:22]=3)=[CH:11]4)[N:2]2[N:1]=1, predict the reactants needed to synthesize it. The reactants are: [NH2:1][N:2]1[C:6]([CH2:7][C:8]2[CH:9]=[C:10]3[C:15](=[CH:16][CH:17]=2)[N:14]=[CH:13][C:12]([C:18]2[CH:19]=[N:20][N:21]([CH3:23])[CH:22]=2)=[CH:11]3)=[N:5][N:4]=[C:3]1[SH:24].[Cl:25][CH2:26][C:27](O)=O.C(O)(C)C. (4) Given the product [CH3:16][O:17][CH:18]1[CH2:21][N:20]([CH2:22][CH2:23][NH:24][C:25]2[N:26]=[N+:27]([O-:38])[C:28]3[CH:37]=[C:36]4[C:32]([CH2:33][CH2:34][CH2:35]4)=[CH:31][C:29]=3[N+:30]=2[O-:4])[CH2:19]1, predict the reactants needed to synthesize it. The reactants are: OO.C(OC(C(F)(F)F)=O)(C(F)(F)F)=[O:4].[CH3:16][O:17][CH:18]1[CH2:21][N:20]([CH2:22][CH2:23][NH:24][C:25]2[N:26]=[N+:27]([O-:38])[C:28]3[CH:37]=[C:36]4[C:32]([CH2:33][CH2:34][CH2:35]4)=[CH:31][C:29]=3[N:30]=2)[CH2:19]1.C(O)(C(F)(F)F)=O. (5) Given the product [Br:1][C:2]1[CH:3]=[CH:4][C:5]2[O:11][CH2:10][CH2:9][N:8]([C:20]([O:22][C:23]([CH3:26])([CH3:25])[CH3:24])=[O:21])[CH2:7][C:6]=2[CH:12]=1, predict the reactants needed to synthesize it. The reactants are: [Br:1][C:2]1[CH:3]=[CH:4][C:5]2[O:11][CH2:10][CH2:9][NH:8][CH2:7][C:6]=2[CH:12]=1.C(N(CC)CC)C.[C:20](O[C:20]([O:22][C:23]([CH3:26])([CH3:25])[CH3:24])=[O:21])([O:22][C:23]([CH3:26])([CH3:25])[CH3:24])=[O:21]. (6) Given the product [C:9]([C:13]1[CH:18]=[CH:17][C:16](/[C:19](/[C:38]2[NH:43][C:42](=[O:44])[C:41]([O:45][CH3:46])=[CH:40][CH:39]=2)=[CH:20]\[C@H:21]2[CH2:25][CH2:24][C:23](=[O:26])[NH:22]2)=[CH:15][CH:14]=1)([CH3:12])([CH3:10])[CH3:11], predict the reactants needed to synthesize it. The reactants are: C1(OC)C=CC=CC=1.[C:9]([C:13]1[CH:18]=[CH:17][C:16](/[C:19](/[C:38]2[NH:43][C:42](=[O:44])[C:41]([O:45][CH3:46])=[CH:40][CH:39]=2)=[CH:20]\[C@H:21]2[CH2:25][CH2:24][C:23](=[O:26])[N:22]2CC2C=CC(OC)=CC=2OC)=[CH:15][CH:14]=1)([CH3:12])([CH3:11])[CH3:10]. (7) Given the product [Cl:14][C:11]1[CH:12]=[CH:13][C:8]([C:6]2[CH:5]=[C:4]([C:15]([F:18])([F:17])[F:16])[N:3]=[C:2]([N:19]3[CH:23]=[C:22]([C:24]4[CH:29]=[CH:28][N:27]=[CH:26][CH:25]=4)[N:21]=[CH:20]3)[N:7]=2)=[CH:9][CH:10]=1, predict the reactants needed to synthesize it. The reactants are: Cl[C:2]1[N:7]=[C:6]([C:8]2[CH:13]=[CH:12][C:11]([Cl:14])=[CH:10][CH:9]=2)[CH:5]=[C:4]([C:15]([F:18])([F:17])[F:16])[N:3]=1.[NH:19]1[CH:23]=[C:22]([C:24]2[CH:29]=[CH:28][N:27]=[CH:26][CH:25]=2)[N:21]=[CH:20]1.